From a dataset of Catalyst prediction with 721,799 reactions and 888 catalyst types from USPTO. Predict which catalyst facilitates the given reaction. (1) Reactant: [C:1]1([S:7](Cl)(=[O:9])=[O:8])[CH:6]=[CH:5][CH:4]=[CH:3][CH:2]=1.C[O:12][C:13](=[O:38])[C:14]1[CH:19]=[C:18]([C:20](=[O:36])[C:21]2[CH:26]=[CH:25][C:24]([N:27]([C:29]3[CH:34]=[CH:33][C:32]([Cl:35])=[CH:31][CH:30]=3)[CH3:28])=[CH:23][N:22]=2)[CH:17]=[CH:16][C:15]=1[NH2:37]. Product: [Cl:35][C:32]1[CH:31]=[CH:30][C:29]([N:27]([CH3:28])[C:24]2[CH:25]=[CH:26][C:21]([C:20]([C:18]3[CH:17]=[CH:16][C:15]([NH:37][S:7]([C:1]4[CH:6]=[CH:5][CH:4]=[CH:3][CH:2]=4)(=[O:9])=[O:8])=[C:14]([CH:19]=3)[C:13]([OH:38])=[O:12])=[O:36])=[N:22][CH:23]=2)=[CH:34][CH:33]=1. The catalyst class is: 377. (2) Reactant: [CH3:1][C:2]1[C:6]([C:7]([NH:9][N:10]2[CH2:15][CH2:14][CH2:13][CH2:12][CH2:11]2)=[O:8])=[N:5][N:4]([C:16]2[CH:17]=[CH:18][C:19]([Cl:23])=[CH:20][C:21]=2[Cl:22])[C:3]=1[C:24]1[CH:25]=[CH:26][C:27]([Cl:30])=[CH:28][CH:29]=1. Product: [CH3:1][C:2]1[C:6]([C:7]([NH:9][N:10]2[CH2:11][CH2:12][CH2:13][CH2:14][CH2:15]2)=[O:8])=[N:5][N:4]([C:16]2[CH:17]=[CH:18][C:19]([Cl:23])=[CH:20][C:21]=2[Cl:22])[C:3]=1[C:24]1[CH:25]=[CH:26][C:27]([Cl:30])=[CH:28][CH:29]=1.[CH2:7]([OH:8])[CH2:6][CH3:2]. The catalyst class is: 259. (3) Reactant: [C:1]([O:5][C:6]([N:8]1[CH2:13][C@H:12]([CH2:14][OH:15])[NH:11][CH2:10][C@H:9]1[CH3:16])=[O:7])([CH3:4])([CH3:3])[CH3:2].[CH:17](=O)[C:18]1[CH:23]=[CH:22][CH:21]=[CH:20][CH:19]=1.C(O[BH-](OC(=O)C)OC(=O)C)(=O)C.[Na+].ClCCCl. Product: [C:1]([O:5][C:6]([N:8]1[CH2:13][C@H:12]([CH2:14][OH:15])[N:11]([CH2:17][C:18]2[CH:23]=[CH:22][CH:21]=[CH:20][CH:19]=2)[CH2:10][C@H:9]1[CH3:16])=[O:7])([CH3:4])([CH3:3])[CH3:2]. The catalyst class is: 25. (4) Reactant: C([Si]([C:8]1[C:13]([F:14])=[C:12]([C:15]2[C:23]3[C:18](=[N:19][CH:20]=[CH:21][CH:22]=3)[NH:17][N:16]=2)[N:11]=[C:10]([N:24]2[CH2:29][CH2:28][NH:27][C@H:26]([C@:30]([CH3:39])([O:34][Si](C)(C)C)[CH:31]([CH3:33])[CH3:32])[CH2:25]2)[C:9]=1[F:40])(C)C)(C)(C)C.CCCC[N+](CCCC)(CCCC)CCCC.[F-]. Product: [F:40][C:9]1[C:10]([N:24]2[CH2:29][CH2:28][NH:27][C@H:26]([C@:30]([OH:34])([CH:31]([CH3:32])[CH3:33])[CH3:39])[CH2:25]2)=[N:11][C:12]([C:15]2[C:23]3[C:18](=[N:19][CH:20]=[CH:21][CH:22]=3)[NH:17][N:16]=2)=[C:13]([F:14])[CH:8]=1. The catalyst class is: 49. (5) Reactant: [BH4-].[Na+].[CH2:3]([O:5][C:6]1[CH:7]=[CH:8][C:9]2[N:10]([C:12]([S:15][C:16]3[CH:36]=[CH:35][C:19]4[N:20]=[C:21]([NH:23][C:24]([NH:26][CH2:27][CH2:28][N:29]5[CH2:34][CH2:33][O:32][CH2:31][CH2:30]5)=[O:25])[S:22][C:18]=4[CH:17]=3)=[N:13][N:14]=2)[N:11]=1)[CH3:4]. Product: [CH2:3]([O:5][C:6]1[CH2:7][CH2:8][C:9]2[N:10]([C:12]([S:15][C:16]3[CH:36]=[CH:35][C:19]4[N:20]=[C:21]([NH:23][C:24]([NH:26][CH2:27][CH2:28][N:29]5[CH2:30][CH2:31][O:32][CH2:33][CH2:34]5)=[O:25])[S:22][C:18]=4[CH:17]=3)=[N:13][N:14]=2)[N:11]=1)[CH3:4]. The catalyst class is: 8.